From a dataset of Forward reaction prediction with 1.9M reactions from USPTO patents (1976-2016). Predict the product of the given reaction. (1) Given the reactants [CH3:1][C:2]1[CH:11]=[CH:10][C:5]([C:6]([O:8][CH3:9])=[O:7])=[CH:4][N:3]=1.C1C(=O)N([Br:19])C(=O)C1.C(OOC(=O)C1C=CC=CC=1)(=O)C1C=CC=CC=1, predict the reaction product. The product is: [Br:19][CH2:1][C:2]1[CH:11]=[CH:10][C:5]([C:6]([O:8][CH3:9])=[O:7])=[CH:4][N:3]=1. (2) The product is: [CH3:3][C:4]1([C:9]2[S:13][C:12]([CH2:14][N:15]3[CH:19]=[CH:18][C:17]([NH2:20])=[N:16]3)=[CH:11][CH:10]=2)[O:8][CH2:7][CH2:6][O:5]1. Given the reactants N#N.[CH3:3][C:4]1([C:9]2[S:13][C:12]([CH2:14][N:15]3[CH:19]=[CH:18][C:17]([N+:20]([O-])=O)=[N:16]3)=[CH:11][CH:10]=2)[O:8][CH2:7][CH2:6][O:5]1.[NH4+].[Cl-], predict the reaction product. (3) Given the reactants [CH3:1][N:2]1[C:6]2[CH:7]=[C:8]([C:11](Cl)=[O:12])[CH:9]=[CH:10][C:5]=2[O:4][C:3]1=[O:14].[Br:15][C:16]1[CH:21]=[CH:20][C:19]([CH2:22]Br)=[C:18]([C:24]([F:27])([F:26])[F:25])[CH:17]=1.C([O-])(O)=O.[Na+], predict the reaction product. The product is: [Br:15][C:16]1[CH:21]=[CH:20][C:19]([CH2:22][C:11]([C:8]2[CH:9]=[CH:10][C:5]3[O:4][C:3](=[O:14])[N:2]([CH3:1])[C:6]=3[CH:7]=2)=[O:12])=[C:18]([C:24]([F:25])([F:26])[F:27])[CH:17]=1. (4) Given the reactants [OH:1][CH2:2][CH2:3][N:4]([CH:22]([CH3:24])[CH3:23])[C:5]([C:7]1[S:8][C:9]2[CH2:10][CH2:11][O:12][C:13]3[CH:20]=[CH:19][C:18](Br)=[CH:17][C:14]=3[C:15]=2[N:16]=1)=[O:6].[CH3:25][C:26]([OH:43])([CH3:42])[CH2:27][N:28]1[CH:32]=[C:31](B2OC(C)(C)C(C)(C)O2)[CH:30]=[N:29]1, predict the reaction product. The product is: [OH:1][CH2:2][CH2:3][N:4]([CH:22]([CH3:24])[CH3:23])[C:5]([C:7]1[S:8][C:9]2[CH2:10][CH2:11][O:12][C:13]3[CH:20]=[CH:19][C:18]([C:31]4[CH:30]=[N:29][N:28]([CH2:27][C:26]([OH:43])([CH3:42])[CH3:25])[CH:32]=4)=[CH:17][C:14]=3[C:15]=2[N:16]=1)=[O:6]. (5) The product is: [C:22]([C:2]1[CH:3]=[CH:4][C:5]([CH2:8][O:9][C@@H:10]2[CH2:15][O:14][C:13]3=[N:16][C:17]([N+:19]([O-:21])=[O:20])=[CH:18][N:12]3[CH2:11]2)=[N:6][CH:7]=1)#[CH:23]. Given the reactants Br[C:2]1[CH:3]=[CH:4][C:5]([CH2:8][O:9][C@@H:10]2[CH2:15][O:14][C:13]3=[N:16][C:17]([N+:19]([O-:21])=[O:20])=[CH:18][N:12]3[CH2:11]2)=[N:6][CH:7]=1.[C:22]([Si](C)(C)C)#[CH:23], predict the reaction product.